Dataset: Catalyst prediction with 721,799 reactions and 888 catalyst types from USPTO. Task: Predict which catalyst facilitates the given reaction. (1) The catalyst class is: 6. Reactant: Cl[C:2]1[C:11]2[C:6](=[CH:7][C:8]([O:14][CH2:15][CH2:16][CH2:17][N:18]3[CH2:22][CH2:21][CH2:20][CH2:19]3)=[C:9]([O:12][CH3:13])[CH:10]=2)[N:5]=[CH:4][N:3]=1.[OH:23][C:24]1[CH:33]=[C:32]2[C:27]([C:28](=[O:35])[CH:29]=[C:30]([CH3:34])[O:31]2)=[CH:26][CH:25]=1. Product: [CH3:13][O:12][C:9]1[CH:10]=[C:11]2[C:6](=[CH:7][C:8]=1[O:14][CH2:15][CH2:16][CH2:17][N:18]1[CH2:22][CH2:21][CH2:20][CH2:19]1)[N:5]=[CH:4][N:3]=[C:2]2[O:23][C:24]1[CH:33]=[C:32]2[C:27]([C:28](=[O:35])[CH:29]=[C:30]([CH3:34])[O:31]2)=[CH:26][CH:25]=1. (2) Reactant: C1(P(C2C=CC=CC=2)C2C=CC=CC=2)C=CC=CC=1.ClC(Cl)(Cl)C(Cl)(Cl)Cl.[Cl:28][C:29]1[CH:39]=[C:38]([C:40]([NH:42][CH:43]([CH3:46])[CH:44]=[O:45])=O)[CH:37]=[CH:36][C:30]=1[C:31]([O:33][CH2:34][CH3:35])=[O:32].N1C=CC=CC=1. Product: [Cl:28][C:29]1[CH:39]=[C:38]([C:40]2[O:45][CH:44]=[C:43]([CH3:46])[N:42]=2)[CH:37]=[CH:36][C:30]=1[C:31]([O:33][CH2:34][CH3:35])=[O:32]. The catalyst class is: 10. (3) Product: [CH3:19][O:20][C:21](=[O:33])[CH2:22][C:23]1[C:31]2[C:26](=[N:27][CH:28]=[CH:29][CH:30]=2)[N:25]([CH2:39][C:36]2[CH:37]=[CH:38][O:34][CH:35]=2)[C:24]=1[CH3:32]. The catalyst class is: 3. Reactant: CCN(P1(N(C)CCCN1C)=NC(C)(C)C)CC.[CH3:19][O:20][C:21](=[O:33])[CH2:22][C:23]1[C:31]2[C:26](=[N:27][CH:28]=[CH:29][CH:30]=2)[NH:25][C:24]=1[CH3:32].[O:34]1[CH:38]=[CH:37][C:36]([CH2:39]OS(C2C=CC(C)=CC=2)(=O)=O)=[CH:35]1.C1COCC1. (4) Reactant: [H-].[Na+].[NH:3]1[C:11]2[C:6](=[CH:7][CH:8]=[C:9]([C:12]([O:14][CH2:15][CH3:16])=[O:13])[CH:10]=2)[CH:5]=[C:4]1[C:17]([O:19][CH2:20][CH3:21])=[O:18].[CH3:22][CH:23]1OS(=O)(=O)[N:26]([C:31]([O:33][C:34]([CH3:37])([CH3:36])[CH3:35])=[O:32])[CH2:25][CH2:24]1.[NH4+].[Cl-]. Product: [C:34]([O:33][C:31]([NH:26][CH2:25][CH2:24][CH:23]([N:3]1[C:11]2[C:6](=[CH:7][CH:8]=[C:9]([C:12]([O:14][CH2:15][CH3:16])=[O:13])[CH:10]=2)[CH:5]=[C:4]1[C:17]([O:19][CH2:20][CH3:21])=[O:18])[CH3:22])=[O:32])([CH3:37])([CH3:36])[CH3:35]. The catalyst class is: 3. (5) Reactant: [N+:1]([C:4]1[C:5]([NH2:10])=[N:6][CH:7]=[CH:8][CH:9]=1)([O-:3])=[O:2].[C:11]1([C:21]2[CH:26]=[CH:25][CH:24]=[CH:23][CH:22]=2)[CH:16]=[CH:15][CH:14]=[C:13]([C:17](=O)[CH2:18]Br)[CH:12]=1. Product: [C:11]1([C:21]2[CH:22]=[CH:23][CH:24]=[CH:25][CH:26]=2)[CH:16]=[CH:15][CH:14]=[C:13]([C:17]2[N:10]=[C:5]3[C:4]([N+:1]([O-:3])=[O:2])=[CH:9][CH:8]=[CH:7][N:6]3[CH:18]=2)[CH:12]=1. The catalyst class is: 131. (6) Reactant: C(O[C:4]([C:6]1[C:7]2[S:15][CH:14]=[C:13]([CH2:16][O:17][C:18]3[CH:23]=[C:22]([O:24][CH2:25][C:26]4[CH:31]=[CH:30][C:29]([Cl:32])=[CH:28][CH:27]=4)[CH:21]=[CH:20][C:19]=3[CH3:33])[C:8]=2[C:9]([NH2:12])=[N:10][CH:11]=1)=[O:5])C.[CH2:34]([CH2:36][NH2:37])[OH:35]. Product: [OH:35][CH2:34][CH2:36][NH:37][C:4]([C:6]1[C:7]2[S:15][CH:14]=[C:13]([CH2:16][O:17][C:18]3[CH:23]=[C:22]([O:24][CH2:25][C:26]4[CH:31]=[CH:30][C:29]([Cl:32])=[CH:28][CH:27]=4)[CH:21]=[CH:20][C:19]=3[CH3:33])[C:8]=2[C:9]([NH2:12])=[N:10][CH:11]=1)=[O:5]. The catalyst class is: 16. (7) Reactant: [H-].[CH2:2]([N:9]1[CH2:14][CH2:13][NH:12][C:11](=O)[C:10]1([CH3:17])[CH3:16])[C:3]1[CH:8]=[CH:7][CH:6]=[CH:5][CH:4]=1.[OH-].[Na+]. Product: [CH2:2]([N:9]1[CH2:14][CH2:13][NH:12][CH2:11][C:10]1([CH3:17])[CH3:16])[C:3]1[CH:4]=[CH:5][CH:6]=[CH:7][CH:8]=1. The catalyst class is: 7. (8) Product: [CH3:18][C:17]1([CH3:19])[C:13]([CH3:12])([CH3:27])[O:14][B:15]([C:20]2[CH:25]=[CH:24][C:23]([O:26][CH2:2][C:3]3[O:4][C:5]4[CH:11]=[CH:10][CH:9]=[CH:8][C:6]=4[CH:7]=3)=[CH:22][CH:21]=2)[O:16]1. Reactant: Br[CH2:2][C:3]1[O:4][C:5]2[CH:11]=[CH:10][CH:9]=[CH:8][C:6]=2[CH:7]=1.[CH3:12][C:13]1([CH3:27])[C:17]([CH3:19])([CH3:18])[O:16][B:15]([C:20]2[CH:25]=[CH:24][C:23]([OH:26])=[CH:22][CH:21]=2)[O:14]1.C(=O)([O-])[O-].[K+].[K+]. The catalyst class is: 10.